From a dataset of Full USPTO retrosynthesis dataset with 1.9M reactions from patents (1976-2016). Predict the reactants needed to synthesize the given product. (1) The reactants are: [CH3:1][NH:2][C:3]1[CH:8]=[CH:7][CH:6]=[CH:5][C:4]=1[OH:9].Br[CH:11](Br)[CH3:12].C(=O)([O-])[O-].[K+].[K+]. Given the product [CH3:1][N:2]1[C:3]2[CH:8]=[CH:7][CH:6]=[CH:5][C:4]=2[O:9][CH2:12][CH2:11]1, predict the reactants needed to synthesize it. (2) Given the product [NH:12]1[CH2:17][CH2:16][C@@H:15]([OH:18])[C@H:14]([OH:19])[CH2:13]1.[CH3:22][C:23]([OH:25])=[O:24], predict the reactants needed to synthesize it. The reactants are: [N+](C1C=CC(COC([N:12]2[CH2:17][CH2:16][C@@H:15]([OH:18])[C@H:14]([OH:19])[CH2:13]2)=O)=CC=1)([O-])=O.[CH3:22][C:23]([OH:25])=[O:24].